This data is from CYP2C19 inhibition data for predicting drug metabolism from PubChem BioAssay. The task is: Regression/Classification. Given a drug SMILES string, predict its absorption, distribution, metabolism, or excretion properties. Task type varies by dataset: regression for continuous measurements (e.g., permeability, clearance, half-life) or binary classification for categorical outcomes (e.g., BBB penetration, CYP inhibition). Dataset: cyp2c19_veith. The molecule is Cc1cccc(CNc2ncncc2-c2cccc(NS(C)(=O)=O)c2)c1. The result is 1 (inhibitor).